From a dataset of NCI-60 drug combinations with 297,098 pairs across 59 cell lines. Regression. Given two drug SMILES strings and cell line genomic features, predict the synergy score measuring deviation from expected non-interaction effect. (1) Drug 1: CC1=C2C(C(=O)C3(C(CC4C(C3C(C(C2(C)C)(CC1OC(=O)C(C(C5=CC=CC=C5)NC(=O)OC(C)(C)C)O)O)OC(=O)C6=CC=CC=C6)(CO4)OC(=O)C)O)C)O. Synergy scores: CSS=32.3, Synergy_ZIP=-4.54, Synergy_Bliss=0.861, Synergy_Loewe=-5.29, Synergy_HSA=0.987. Cell line: A498. Drug 2: CN(CC1=CN=C2C(=N1)C(=NC(=N2)N)N)C3=CC=C(C=C3)C(=O)NC(CCC(=O)O)C(=O)O. (2) Drug 2: CC(C)(C#N)C1=CC=C(C=C1)N2C3=C4C=C(C=CC4=NC=C3N(C2=O)C)C5=CC6=CC=CC=C6N=C5. Drug 1: CCC1=CC2CC(C3=C(CN(C2)C1)C4=CC=CC=C4N3)(C5=C(C=C6C(=C5)C78CCN9C7C(C=CC9)(C(C(C8N6C)(C(=O)OC)O)OC(=O)C)CC)OC)C(=O)OC. Cell line: UACC62. Synergy scores: CSS=65.9, Synergy_ZIP=2.82, Synergy_Bliss=1.48, Synergy_Loewe=6.38, Synergy_HSA=8.90. (3) Drug 1: C1=CC(=CC=C1CCCC(=O)O)N(CCCl)CCCl. Drug 2: CC1CCC2CC(C(=CC=CC=CC(CC(C(=O)C(C(C(=CC(C(=O)CC(OC(=O)C3CCCCN3C(=O)C(=O)C1(O2)O)C(C)CC4CCC(C(C4)OC)O)C)C)O)OC)C)C)C)OC. Cell line: BT-549. Synergy scores: CSS=26.8, Synergy_ZIP=-10.5, Synergy_Bliss=-10.5, Synergy_Loewe=-5.09, Synergy_HSA=-2.10. (4) Drug 1: CC1CCC2CC(C(=CC=CC=CC(CC(C(=O)C(C(C(=CC(C(=O)CC(OC(=O)C3CCCCN3C(=O)C(=O)C1(O2)O)C(C)CC4CCC(C(C4)OC)OCCO)C)C)O)OC)C)C)C)OC. Drug 2: COCCOC1=C(C=C2C(=C1)C(=NC=N2)NC3=CC=CC(=C3)C#C)OCCOC.Cl. Cell line: A498. Synergy scores: CSS=13.7, Synergy_ZIP=0.000113, Synergy_Bliss=0.605, Synergy_Loewe=1.98, Synergy_HSA=2.87. (5) Drug 1: CCCCCOC(=O)NC1=NC(=O)N(C=C1F)C2C(C(C(O2)C)O)O. Drug 2: C(CC(=O)O)C(=O)CN.Cl. Cell line: HT29. Synergy scores: CSS=-3.85, Synergy_ZIP=8.93, Synergy_Bliss=8.68, Synergy_Loewe=-1.58, Synergy_HSA=-1.92. (6) Drug 1: CC1=C(C=C(C=C1)NC2=NC=CC(=N2)N(C)C3=CC4=NN(C(=C4C=C3)C)C)S(=O)(=O)N.Cl. Drug 2: CC1CCC2CC(C(=CC=CC=CC(CC(C(=O)C(C(C(=CC(C(=O)CC(OC(=O)C3CCCCN3C(=O)C(=O)C1(O2)O)C(C)CC4CCC(C(C4)OC)OCCO)C)C)O)OC)C)C)C)OC. Cell line: A549. Synergy scores: CSS=18.6, Synergy_ZIP=-5.34, Synergy_Bliss=-5.00, Synergy_Loewe=-28.5, Synergy_HSA=-4.58. (7) Drug 1: CC1=C(C=C(C=C1)NC2=NC=CC(=N2)N(C)C3=CC4=NN(C(=C4C=C3)C)C)S(=O)(=O)N.Cl. Drug 2: CC1=CC2C(CCC3(C2CCC3(C(=O)C)OC(=O)C)C)C4(C1=CC(=O)CC4)C. Cell line: 786-0. Synergy scores: CSS=-1.09, Synergy_ZIP=1.44, Synergy_Bliss=3.54, Synergy_Loewe=0.827, Synergy_HSA=1.93. (8) Drug 1: CC1=C2C(C(=O)C3(C(CC4C(C3C(C(C2(C)C)(CC1OC(=O)C(C(C5=CC=CC=C5)NC(=O)OC(C)(C)C)O)O)OC(=O)C6=CC=CC=C6)(CO4)OC(=O)C)OC)C)OC. Drug 2: C1=CN(C(=O)N=C1N)C2C(C(C(O2)CO)O)O.Cl. Cell line: NCI-H226. Synergy scores: CSS=28.0, Synergy_ZIP=-0.912, Synergy_Bliss=-2.54, Synergy_Loewe=-7.19, Synergy_HSA=0.563.